This data is from Reaction yield outcomes from USPTO patents with 853,638 reactions. The task is: Predict the reaction yield, written as a fraction of the theoretical maximum amount of product (1.0 means a 100% yield; for example, 0.34 means a 34% yield). (1) The reactants are Br[CH2:2][C:3]#[N:4].[C:5](=[S:10])([O:7][CH2:8][CH3:9])[S-:6].[K+]. The catalyst is C(O)C.O. The product is [O:7]([CH2:8][CH3:9])[C:5]([S:10][CH2:2][C:3]#[N:4])=[S:6]. The yield is 0.907. (2) The reactants are [PH2:1](=[O:3])[OH:2].[CH2:4]=[CH:5][CH2:6][CH2:7][CH2:8][CH2:9][CH2:10][CH2:11][CH2:12][CH2:13][CH2:14][CH2:15][CH2:16][CH2:17][CH2:18][CH3:19]. The catalyst is O1CCCC1.C1C=CC(/C=C/C(/C=C/C2C=CC=CC=2)=O)=CC=1.C1C=CC(/C=C/C(/C=C/C2C=CC=CC=2)=O)=CC=1.C1C=CC(/C=C/C(/C=C/C2C=CC=CC=2)=O)=CC=1.[Pd].[Pd].C1(P(C2C=CC=CC=2)C2C3OC4C(=CC=CC=4P(C4C=CC=CC=4)C4C=CC=CC=4)C(C)(C)C=3C=CC=2)C=CC=CC=1. The product is [CH2:19]([P:1]([OH:2])[OH:3])[CH2:18][CH2:17][CH2:16][CH2:15][CH2:14][CH2:13][CH2:12][CH2:11][CH2:10][CH2:9][CH2:8][CH2:7][CH2:6][CH2:5][CH3:4]. The yield is 0.810. (3) The reactants are [CH3:1][C:2]1[CH:7]=[C:6]([CH3:8])[N:5]=[C:4]([N:9]2[CH2:16][CH:15]3[CH:11]([CH2:12][NH:13][CH2:14]3)[CH2:10]2)[N:3]=1.[C:17]1([N:23]2[C:27]([C:28](O)=[O:29])=[CH:26][CH:25]=[N:24]2)[CH:22]=[CH:21][CH:20]=[CH:19][CH:18]=1.CN(C(ON1N=NC2C=CC=NC1=2)=[N+](C)C)C.F[P-](F)(F)(F)(F)F.CCN(C(C)C)C(C)C. The catalyst is C(OCC)(=O)C.CN(C=O)C. The product is [CH3:1][C:2]1[CH:7]=[C:6]([CH3:8])[N:5]=[C:4]([N:9]2[CH2:16][CH:15]3[CH:11]([CH2:12][N:13]([C:28]([C:27]4[N:23]([C:17]5[CH:18]=[CH:19][CH:20]=[CH:21][CH:22]=5)[N:24]=[CH:25][CH:26]=4)=[O:29])[CH2:14]3)[CH2:10]2)[N:3]=1. The yield is 0.740. (4) The reactants are C([N:8]1[CH2:13][CH2:12][C:11]2([CH2:17][C:16]3[CH:18]=[C:19]([CH3:22])[CH:20]=[CH:21][C:15]=3[O:14]2)[CH2:10][CH2:9]1)C1C=CC=CC=1.ClC(OC(Cl)C)=O. The catalyst is ClCCl. The product is [CH3:22][C:19]1[CH:20]=[CH:21][C:15]2[O:14][C:11]3([CH2:10][CH2:9][NH:8][CH2:13][CH2:12]3)[CH2:17][C:16]=2[CH:18]=1. The yield is 0.770. (5) The reactants are [Cl-].[CH2:2]([N+:12]([CH2:15][CH2:16][CH2:17][CH2:18][CH2:19][CH2:20][CH2:21][CH2:22][CH2:23][CH3:24])([CH3:14])[CH3:13])[CH2:3][CH2:4][CH2:5][CH2:6][CH2:7][CH2:8][CH2:9][CH2:10][CH3:11].C(Cl)(Cl)Cl.[C:29]([O-:38])(=[O:37])[C:30]1[C:31](=[CH:33][CH:34]=[CH:35][CH:36]=1)[OH:32].[Na+]. The catalyst is O. The product is [C:29]([O-:38])(=[O:37])[C:30]1[C:31](=[CH:33][CH:34]=[CH:35][CH:36]=1)[OH:32].[CH2:15]([N+:12]([CH2:2][CH2:3][CH2:4][CH2:5][CH2:6][CH2:7][CH2:8][CH2:9][CH2:10][CH3:11])([CH3:14])[CH3:13])[CH2:16][CH2:17][CH2:18][CH2:19][CH2:20][CH2:21][CH2:22][CH2:23][CH3:24]. The yield is 0.950. (6) The reactants are [NH2:1][C:2]([CH3:20])([CH3:19])[C:3]([NH:5][C:6]1[S:7][CH:8]=[CH:9][C:10]=1[C:11](=O)[C:12]1[CH:17]=[CH:16][CH:15]=[CH:14][CH:13]=1)=[O:4].C(O)(=O)C. The catalyst is C(O)C. The product is [CH3:19][C:2]1([CH3:20])[C:3](=[O:4])[NH:5][C:6]2[S:7][CH:8]=[CH:9][C:10]=2[C:11]([C:12]2[CH:17]=[CH:16][CH:15]=[CH:14][CH:13]=2)=[N:1]1. The yield is 0.480. (7) The reactants are [OH:1][C@@H:2]([C@H:4]1[C:10](=[O:11])[N:9]2[C@@H:5]1[C@@H:6]([CH3:53])[C:7]([S:25][C@@H:26]1[CH2:30][CH2:29][O:28][C@@H:27]1[CH2:31][NH:32][C:33](=[O:52])[C@@H:34]([NH:38]C(OCC1C=CC([N+]([O-])=O)=CC=1)=O)[CH:35]([CH3:37])[CH3:36])=[C:8]2[C:12]([O:14]CC1C=CC([N+]([O-])=O)=CC=1)=[O:13])[CH3:3].O. The catalyst is C(O)CCCC.[Pd]. The product is [NH2:38][C@@H:34]([CH:35]([CH3:37])[CH3:36])[C:33]([NH:32][CH2:31][C@@H:27]1[C@H:26]([S:25][C:7]2[C@H:6]([CH3:53])[C@H:5]3[N:9]([C:10](=[O:11])[C@@H:4]3[C@H:2]([OH:1])[CH3:3])[C:8]=2[C:12]([OH:14])=[O:13])[CH2:30][CH2:29][O:28]1)=[O:52]. The yield is 0.810. (8) The catalyst is C(O)C.[Pd]. The reactants are [C:1]([O:5][C:6](=[O:24])[NH:7][CH2:8][CH2:9][C:10]1[CH:15]=[CH:14][CH:13]=[C:12]([O:16]CC2C=CC=CC=2)[CH:11]=1)([CH3:4])([CH3:3])[CH3:2]. The product is [C:1]([O:5][C:6](=[O:24])[NH:7][CH2:8][CH2:9][C:10]1[CH:15]=[CH:14][CH:13]=[C:12]([OH:16])[CH:11]=1)([CH3:4])([CH3:2])[CH3:3]. The yield is 1.00. (9) The reactants are [Cl:1][C:2]1[CH:7]=[CH:6][CH:5]=[CH:4][C:3]=1[N:8]1[C:12]([C:13]2[CH:18]=[CH:17][C:16]([Cl:19])=[CH:15][CH:14]=2)=[C:11]([OH:20])[C:10]([C:21]([OH:23])=[O:22])=[N:9]1.C(N(CC)C(C)C)(C)C.[C:33](OC(=O)C)(=[O:35])[CH3:34]. The catalyst is C(Cl)Cl. The product is [C:33]([O:20][C:11]1[C:10]([C:21]([OH:23])=[O:22])=[N:9][N:8]([C:3]2[CH:4]=[CH:5][CH:6]=[CH:7][C:2]=2[Cl:1])[C:12]=1[C:13]1[CH:18]=[CH:17][C:16]([Cl:19])=[CH:15][CH:14]=1)(=[O:35])[CH3:34]. The yield is 0.940.